This data is from Full USPTO retrosynthesis dataset with 1.9M reactions from patents (1976-2016). The task is: Predict the reactants needed to synthesize the given product. (1) Given the product [C:1]([C:5]1[CH:10]=[CH:9][C:8]([C:11]2[O:15][C:14]([N:16]([C:17]3[C:26]4[CH2:25][CH:24]([OH:27])[CH2:23][CH2:22][C:21]=4[CH:20]=[CH:19][CH:18]=3)[C:28](=[O:30])[CH3:29])=[N:13][CH:12]=2)=[CH:7][CH:6]=1)([CH3:4])([CH3:2])[CH3:3], predict the reactants needed to synthesize it. The reactants are: [C:1]([C:5]1[CH:10]=[CH:9][C:8]([C:11]2[O:15][C:14]([NH:16][C:17]3[CH:18]=[CH:19][CH:20]=[C:21]4[C:26]=3[CH2:25][CH:24]([OH:27])[CH2:23][CH2:22]4)=[N:13][CH:12]=2)=[CH:7][CH:6]=1)([CH3:4])([CH3:3])[CH3:2].[C:28](OC(=O)C)(=[O:30])[CH3:29].C(N(CC)CC)C. (2) Given the product [F:1][C:2]1[CH:3]=[C:4]([C@H:10]2[CH2:14][CH2:13][CH2:12][N:11]2[C:15]2[CH:20]=[CH:19][N:18]3[N:21]=[CH:22][C:23]([C:24]([NH:52][C:50]4[NH:49][N:48]=[C:47]([CH3:46])[CH:51]=4)=[O:25])=[C:17]3[N:16]=2)[C:5]([O:8][CH3:9])=[N:6][CH:7]=1, predict the reactants needed to synthesize it. The reactants are: [F:1][C:2]1[CH:3]=[C:4]([C@H:10]2[CH2:14][CH2:13][CH2:12][N:11]2[C:15]2[CH:20]=[CH:19][N:18]3[N:21]=[CH:22][C:23]([C:24](O)=[O:25])=[C:17]3[N:16]=2)[C:5]([O:8][CH3:9])=[N:6][CH:7]=1.C(N(CC)CC)C.ClC1C=C(Cl)C=C(Cl)C=1C(Cl)=O.[CH3:46][C:47]1[CH:51]=[C:50]([NH2:52])[NH:49][N:48]=1. (3) Given the product [F:45][C:42]([F:43])([F:44])[C:40]1[CH:39]=[C:5]([CH:4]=[C:3]([C:2]([F:47])([F:46])[F:1])[CH:41]=1)[CH2:6][N:7]([C@@H:8]1[C:17]2[C:12](=[CH:13][CH:14]=[C:15]([C:18]([F:19])([F:20])[F:21])[CH:16]=2)[N:11]([C:22]([O:24][CH2:25][CH3:26])=[O:23])[C@H:10]([CH2:27][CH3:28])[CH2:9]1)[C:29]1[N:30]=[N:31][N:32]([CH2:34][C:35]([OH:37])=[O:36])[N:33]=1, predict the reactants needed to synthesize it. The reactants are: [F:1][C:2]([F:47])([F:46])[C:3]1[CH:4]=[C:5]([CH:39]=[C:40]([C:42]([F:45])([F:44])[F:43])[CH:41]=1)[CH2:6][N:7]([C:29]1[N:30]=[N:31][N:32]([CH2:34][C:35]([O:37]C)=[O:36])[N:33]=1)[C@@H:8]1[C:17]2[C:12](=[CH:13][CH:14]=[C:15]([C:18]([F:21])([F:20])[F:19])[CH:16]=2)[N:11]([C:22]([O:24][CH2:25][CH3:26])=[O:23])[C@H:10]([CH2:27][CH3:28])[CH2:9]1.O[Li].O. (4) Given the product [Cl:1][C:2]1[C:7]([O:8][CH3:9])=[CH:6][C:5]([O:10][CH3:11])=[C:4]([Cl:12])[C:3]=1[C:13]1[CH:14]=[C:15]2[NH:21][N:20]=[C:19]([C:33]3[CH:32]=[N:31][N:30]([CH3:29])[CH:34]=3)[C:16]2=[N:17][CH:18]=1, predict the reactants needed to synthesize it. The reactants are: [Cl:1][C:2]1[C:7]([O:8][CH3:9])=[CH:6][C:5]([O:10][CH3:11])=[C:4]([Cl:12])[C:3]=1[C:13]1[CH:14]=[C:15]2[N:21](C3CCCCO3)[N:20]=[C:19](I)[C:16]2=[N:17][CH:18]=1.[CH3:29][N:30]1[CH:34]=[C:33](B2OC(C)(C)C(C)(C)O2)[CH:32]=[N:31]1.C(=O)([O-])[O-].[Cs+].[Cs+].Cl.C(Cl)(=O)C.